From a dataset of Full USPTO retrosynthesis dataset with 1.9M reactions from patents (1976-2016). Predict the reactants needed to synthesize the given product. (1) Given the product [N:1]([C@H:16]1[CH2:17][N:18]([C:25]([O:27][CH2:28][C:29]2[CH:30]=[CH:31][CH:32]=[CH:33][CH:34]=2)=[O:26])[C@@H:19]([C:21]([O:23][CH3:24])=[O:22])[CH2:20]1)=[N+:2]=[N-:3], predict the reactants needed to synthesize it. The reactants are: [N-:1]=[N+:2]=[N-:3].[Na+].CC1C=CC(S(O[C@H:16]2[CH2:20][C@H:19]([C:21]([O:23][CH3:24])=[O:22])[N:18]([C:25]([O:27][CH2:28][C:29]3[CH:34]=[CH:33][CH:32]=[CH:31][CH:30]=3)=[O:26])[CH2:17]2)(=O)=O)=CC=1. (2) Given the product [F:1][C:2]1[CH:22]=[C:21]([F:23])[CH:20]=[CH:19][C:3]=1[CH2:4][N:5]1[C:9]2=[CH:10][N:11]=[C:12]([C:14]([N:69]([OH:70])[CH3:67])=[O:16])[CH:13]=[C:8]2[C:7]([CH2:17][OH:18])=[CH:6]1, predict the reactants needed to synthesize it. The reactants are: [F:1][C:2]1[CH:22]=[C:21]([F:23])[CH:20]=[CH:19][C:3]=1[CH2:4][N:5]1[C:9]2=[CH:10][N:11]=[C:12]([C:14]([OH:16])=O)[CH:13]=[C:8]2[C:7]([CH2:17][OH:18])=[CH:6]1.FC1C=C(F)C=CC=1CN1C2=CN=C(C(OCC)=O)C=C2C(CO)=C1.C(OCC1C2C(=CN=C([C:67]([NH:69][OH:70])=O)C=2)N(CC2C=CC(F)=CC=2F)C=1)C1C=CC=CC=1.Cl.CNO. (3) Given the product [CH3:31][C:6]1([CH3:32])[C:7]2[C:12](=[CH:11][C:10]([NH:13][C:14]3[N:19]=[C:18]([NH:20][C:21]4[CH:22]=[N:23][C:24]5[C:29]([CH:30]=4)=[CH:28][CH:27]=[CH:26][CH:25]=5)[CH:17]=[CH:16][N:15]=3)=[CH:9][CH:8]=2)[NH:4][CH2:5]1, predict the reactants needed to synthesize it. The reactants are: C([N:4]1[C:12]2[C:7](=[CH:8][CH:9]=[C:10]([NH:13][C:14]3[N:19]=[C:18]([NH:20][C:21]4[CH:22]=[N:23][C:24]5[C:29]([CH:30]=4)=[CH:28][CH:27]=[CH:26][CH:25]=5)[CH:17]=[CH:16][N:15]=3)[CH:11]=2)[C:6]([CH3:32])([CH3:31])[CH2:5]1)(=O)C.CCOC(C)=O.C([O-])(O)=O.[Na+]. (4) Given the product [CH3:8][N:5]1[C:6]([CH3:7])=[C:2](/[N:1]=[C:18]2\[C:17]([CH3:23])=[CH:16][C:21](=[O:22])[CH:20]=[CH:19]\2)[C:3](=[O:15])[N:4]1[C:9]1[CH:10]=[CH:11][CH:12]=[CH:13][CH:14]=1, predict the reactants needed to synthesize it. The reactants are: [NH2:1][C:2]1[C:3](=[O:15])[N:4]([C:9]2[CH:14]=[CH:13][CH:12]=[CH:11][CH:10]=2)[N:5]([CH3:8])[C:6]=1[CH3:7].[CH:16]1[C:21]([OH:22])=[CH:20][CH:19]=[CH:18][C:17]=1[CH3:23].N. (5) Given the product [CH3:10][C:11]1[CH:16]=[CH:15][C:14]([S:17]([O:8][CH2:7][CH2:6][CH:4]2[CH2:5][S:2](=[O:9])(=[O:1])[CH2:3]2)(=[O:19])=[O:18])=[CH:13][CH:12]=1, predict the reactants needed to synthesize it. The reactants are: [O:1]=[S:2]1(=[O:9])[CH2:5][CH:4]([CH2:6][CH2:7][OH:8])[CH2:3]1.[CH3:10][C:11]1[CH:16]=[CH:15][C:14]([S:17](Cl)(=[O:19])=[O:18])=[CH:13][CH:12]=1.C(N(CC)CC)C. (6) Given the product [C:13]([O:12][C:10](=[O:11])[NH:8][C:5]1[CH:6]=[CH:7][C:2]([Cl:1])=[C:3]([OH:9])[CH:4]=1)([CH3:16])([CH3:15])[CH3:14], predict the reactants needed to synthesize it. The reactants are: [Cl:1][C:2]1[CH:7]=[CH:6][C:5]([NH2:8])=[CH:4][C:3]=1[OH:9].[C:10](O[C:10]([O:12][C:13]([CH3:16])([CH3:15])[CH3:14])=[O:11])([O:12][C:13]([CH3:16])([CH3:15])[CH3:14])=[O:11].